From a dataset of Full USPTO retrosynthesis dataset with 1.9M reactions from patents (1976-2016). Predict the reactants needed to synthesize the given product. (1) Given the product [NH2:8][CH2:16][C@@H:17]1[O:21][C:20](=[O:22])[N:19]([C:23]2[CH:28]=[CH:27][C:26]([N:29]3[CH2:30][CH2:31][O:32][CH2:33][CH2:34]3)=[C:25]([F:35])[CH:24]=2)[CH2:18]1, predict the reactants needed to synthesize it. The reactants are: C([N:8]([CH2:16][C@@H:17]1[O:21][C:20](=[O:22])[N:19]([C:23]2[CH:28]=[CH:27][C:26]([N:29]3[CH2:34][CH2:33][O:32][CH2:31][CH2:30]3)=[C:25]([F:35])[CH:24]=2)[CH2:18]1)CC1C=CC=CC=1)C1C=CC=CC=1.N#N.[H][H]. (2) Given the product [CH2:1]([O:3][C:4]([C:6]1[NH:7][C:8]([C:11]([N:13]2[CH2:17][CH2:16][CH2:15][C@H:14]2[C:18](=[O:37])[NH:19][CH2:20][C:21]2[CH:26]=[C:25]([Cl:27])[CH:24]=[CH:23][C:22]=2[CH2:28][NH2:29])=[O:12])=[CH:9][CH:10]=1)=[O:5])[CH3:2], predict the reactants needed to synthesize it. The reactants are: [CH2:1]([O:3][C:4]([C:6]1[NH:7][C:8]([C:11]([N:13]2[CH2:17][CH2:16][CH2:15][C@H:14]2[C:18](=[O:37])[NH:19][CH2:20][C:21]2[CH:26]=[C:25]([Cl:27])[CH:24]=[CH:23][C:22]=2[CH2:28][NH:29]C(OC(C)(C)C)=O)=[O:12])=[CH:9][CH:10]=1)=[O:5])[CH3:2].C(O)(C(F)(F)F)=O. (3) Given the product [CH3:1][O:2][C:3]([C:5]1[S:6][C:7]([C:11]2[CH:16]=[CH:15][CH:14]=[CH:13][CH:12]=2)=[CH:8][C:9]=1[NH:10][CH:23]1[CH2:24][CH2:25][C:20]2([O:27][CH2:17][CH2:18][O:19]2)[CH2:21][CH2:22]1)=[O:4], predict the reactants needed to synthesize it. The reactants are: [CH3:1][O:2][C:3]([C:5]1[S:6][C:7]([C:11]2[CH:16]=[CH:15][CH:14]=[CH:13][CH:12]=2)=[CH:8][C:9]=1[NH2:10])=[O:4].[CH2:17]1[O:27][C:20]2([CH2:25][CH2:24][C:23](=O)[CH2:22][CH2:21]2)[O:19][CH2:18]1.C([Sn](Cl)(Cl)CCCC)CCC.C1([SiH3])C=CC=CC=1. (4) Given the product [Cl:31][C:32]1[CH:37]=[CH:36][C:35]([CH:38]=[O:39])=[CH:34][C:33]=1[C:2]1[C:6]([C:7]2[N:11]=[CH:10][N:9]([CH2:12][O:13][CH2:14][CH2:15][Si:16]([CH3:19])([CH3:18])[CH3:17])[N:8]=2)=[CH:5][N:4]([C:20]2[C:25]([CH3:26])=[CH:24][N:23]=[C:22]([NH:27][C:28](=[O:30])[CH3:29])[CH:21]=2)[N:3]=1, predict the reactants needed to synthesize it. The reactants are: I[C:2]1[C:6]([C:7]2[N:11]=[CH:10][N:9]([CH2:12][O:13][CH2:14][CH2:15][Si:16]([CH3:19])([CH3:18])[CH3:17])[N:8]=2)=[CH:5][N:4]([C:20]2[C:25]([CH3:26])=[CH:24][N:23]=[C:22]([NH:27][C:28](=[O:30])[CH3:29])[CH:21]=2)[N:3]=1.[Cl:31][C:32]1[CH:37]=[CH:36][C:35]([CH:38]=[O:39])=[CH:34][C:33]=1B(O)O.P([O-])([O-])([O-])=O.[K+].[K+].[K+]. (5) Given the product [CH2:2]([NH:3][C:2]1[CH:26]=[CH:25][C:5]([C:6]([NH:8][C:9]2[CH:14]=[CH:13][C:12]([C:15](=[O:24])[NH:16][C:17]3[CH:22]=[CH:21][C:20]([NH:8][CH2:6][CH2:5][CH3:4])=[CH:19][N:18]=3)=[CH:11][N:10]=2)=[O:7])=[CH:4][N:3]=1)[CH2:26][CH3:25], predict the reactants needed to synthesize it. The reactants are: Br[C:2]1[CH:26]=[CH:25][C:5]([C:6]([NH:8][C:9]2[CH:14]=[CH:13][C:12]([C:15](=[O:24])[NH:16][C:17]3[CH:22]=[CH:21][C:20](Br)=[CH:19][N:18]=3)=[CH:11][N:10]=2)=[O:7])=[CH:4][N:3]=1. (6) Given the product [Cl:3][CH2:4][CH:5]([OH:16])[C@H:6]([NH:8][C:9](=[O:15])[O:10][C:11]([CH3:13])([CH3:12])[CH3:14])[CH3:7], predict the reactants needed to synthesize it. The reactants are: [BH4-].[Na+].[Cl:3][CH2:4][C:5](=[O:16])[C@H:6]([NH:8][C:9](=[O:15])[O:10][C:11]([CH3:14])([CH3:13])[CH3:12])[CH3:7]. (7) Given the product [F:36][C:20]1[CH:21]=[C:22]([O:25][C:26]2[C:27]3[N:34]([CH3:35])[CH:33]=[CH:32][C:28]=3[N:29]=[CH:30][N:31]=2)[CH:23]=[CH:24][C:19]=1[NH:18][C:16]([NH:15][C:12]1[CH:13]=[CH:14][C:9]([OH:8])=[C:10]([C:37]([F:39])([F:38])[F:40])[CH:11]=1)=[O:17], predict the reactants needed to synthesize it. The reactants are: C([O:8][C:9]1[CH:14]=[CH:13][C:12]([NH:15][C:16]([NH:18][C:19]2[CH:24]=[CH:23][C:22]([O:25][C:26]3[C:27]4[N:34]([CH3:35])[CH:33]=[CH:32][C:28]=4[N:29]=[CH:30][N:31]=3)=[CH:21][C:20]=2[F:36])=[O:17])=[CH:11][C:10]=1[C:37]([F:40])([F:39])[F:38])C1C=CC=CC=1.C1CC=CCC=1. (8) Given the product [ClH:43].[NH2:44][C:24]1[C:23]([C:45]#[N:46])=[C:22]([C:19]2[CH:18]=[CH:17][C:16]([O:15][CH2:14][CH2:13][O:12][C:1](=[O:11])[CH2:2][CH2:3][C:4]([OH:6])=[O:5])=[CH:21][CH:20]=2)[C:27]([C:28]#[N:29])=[C:26]([S:30][CH2:31][C:32]2[N:33]=[C:34]([C:37]3[CH:38]=[CH:39][C:40]([Cl:43])=[CH:41][CH:42]=3)[S:35][CH:36]=2)[N:25]=1, predict the reactants needed to synthesize it. The reactants are: [C:1]([O:12][CH2:13][CH2:14][O:15][C:16]1[CH:21]=[CH:20][C:19]([C:22]2[C:27]([C:28]#[N:29])=[C:26]([S:30][CH2:31][C:32]3[N:33]=[C:34]([C:37]4[CH:42]=[CH:41][C:40]([Cl:43])=[CH:39][CH:38]=4)[S:35][CH:36]=3)[N:25]=[C:24]([NH2:44])[C:23]=2[C:45]#[N:46])=[CH:18][CH:17]=1)(=[O:11])[CH2:2][CH2:3][C:4]([O:6]C(C)(C)C)=[O:5].FC(F)(F)C(O)=O. (9) Given the product [CH2:10]([O:12][C:13](=[O:33])[CH:14]([CH2:15][S:9][CH2:2][C:3]1[CH:8]=[CH:7][CH:6]=[CH:5][CH:4]=1)[CH2:26][CH:27]1[CH2:32][CH2:31][CH2:30][CH2:29][CH2:28]1)[CH3:11], predict the reactants needed to synthesize it. The reactants are: [Na].[CH2:2]([SH:9])[C:3]1[CH:8]=[CH:7][CH:6]=[CH:5][CH:4]=1.[CH2:10]([O:12][C:13](=[O:33])[C:14]([CH2:26][CH:27]1[CH2:32][CH2:31][CH2:30][CH2:29][CH2:28]1)(COS(C)(=O)=O)[C:15](OCC)=O)[CH3:11].